This data is from Full USPTO retrosynthesis dataset with 1.9M reactions from patents (1976-2016). The task is: Predict the reactants needed to synthesize the given product. (1) Given the product [CH:26]1([C:29]([C:38]2[C:46]3[C:41](=[C:42]([CH2:47][S:48]([CH3:51])(=[O:50])=[O:49])[CH:43]=[CH:44][CH:45]=3)[NH:40][CH:39]=2)([C:31]2[CH:32]=[CH:33][C:34]([F:37])=[CH:35][C:36]=2[F:12])[CH3:30])[CH2:28][CH2:27]1, predict the reactants needed to synthesize it. The reactants are: C1(C(C2C3C(=C(CSC)C=CC=3)NC=2)(C2C=CC([F:12])=CC=2F)C)CC1.[CH:26]1([C:29]([C:38]2[C:46]3[C:41](=[C:42]([CH2:47][S:48]([CH3:51])(=[O:50])=[O:49])[CH:43]=[CH:44][CH:45]=3)[NH:40][CH:39]=2)([C:31]2[CH:36]=[CH:35][C:34]([F:37])=[CH:33][CH:32]=2)[CH3:30])[CH2:28][CH2:27]1. (2) Given the product [CH3:21][C:22]1[CH:23]=[C:24]([NH:25][C:2]2[C:3]3[N:10]([CH2:11][CH2:12][NH:13][C:14](=[O:20])[O:15][C:16]([CH3:19])([CH3:18])[CH3:17])[CH:9]=[CH:8][C:4]=3[N:5]=[CH:6][N:7]=2)[CH:26]=[CH:27][C:28]=1[O:29][C:30]1[CH:35]=[CH:34][CH:33]=[C:32]([O:36][C:37]([F:38])([F:39])[F:40])[CH:31]=1, predict the reactants needed to synthesize it. The reactants are: Cl[C:2]1[C:3]2[N:10]([CH2:11][CH2:12][NH:13][C:14](=[O:20])[O:15][C:16]([CH3:19])([CH3:18])[CH3:17])[CH:9]=[CH:8][C:4]=2[N:5]=[CH:6][N:7]=1.[CH3:21][C:22]1[CH:23]=[C:24]([CH:26]=[CH:27][C:28]=1[O:29][C:30]1[CH:35]=[CH:34][CH:33]=[C:32]([O:36][C:37]([F:40])([F:39])[F:38])[CH:31]=1)[NH2:25]. (3) Given the product [NH2:2][C:14]1[CH:13]=[CH:12][C:5]([C:6]([N:8]([O:10][CH3:11])[CH3:9])=[O:7])=[C:4]([F:3])[CH:15]=1, predict the reactants needed to synthesize it. The reactants are: [Cl-].[NH4+:2].[F:3][C:4]1[CH:15]=[CH:14][CH:13]=[CH:12][C:5]=1[C:6]([N:8]([O:10][CH3:11])[CH3:9])=[O:7]. (4) Given the product [C:31]([N:38]1[CH2:39][CH2:40][N:41]([C:2]([NH:16][C:15]2[CH:17]=[CH:18][C:19]([Cl:21])=[CH:20][C:14]=2[Br:13])=[O:4])[CH2:42][CH2:43]1)([O:33][C:34]([CH3:37])([CH3:36])[CH3:35])=[O:32], predict the reactants needed to synthesize it. The reactants are: Cl[C:2](Cl)([O:4]C(=O)OC(Cl)(Cl)Cl)Cl.[Br:13][C:14]1[CH:20]=[C:19]([Cl:21])[CH:18]=[CH:17][C:15]=1[NH2:16].C(N(CC)C(C)C)(C)C.[C:31]([N:38]1[CH2:43][CH2:42][NH:41][CH2:40][CH2:39]1)([O:33][C:34]([CH3:37])([CH3:36])[CH3:35])=[O:32]. (5) Given the product [Cl:49][C:2]([Cl:1])([Cl:50])[CH2:3][O:4][C:5]([C@@H:7]1[CH2:12][CH2:11][CH2:10][N:9]([C:13](=[O:48])[C@@H:14]([NH:23][C:24](=[O:47])[C@@H:25]([NH:29][C:30](=[O:31])[C:74]([CH3:78])([CH3:75])/[CH:73]=[CH:72]/[C:66]2[CH:67]=[C:54]3[C:55]([CH:80]=[CH:52][C:51]([C@H:126]([O:125][C:122](=[O:124])[CH3:123])[CH3:127])=[N:53]3)=[CH:64][CH:65]=2)[CH:26]([CH3:27])[CH3:28])[CH2:15][O:16][CH2:17][C:18]2([CH3:22])[CH2:19][O:20][CH2:21]2)[NH:8]1)=[O:6], predict the reactants needed to synthesize it. The reactants are: [Cl:1][C:2]([Cl:50])([Cl:49])[CH2:3][O:4][C:5]([C@@H:7]1[CH2:12][CH2:11][CH2:10][N:9]([C:13](=[O:48])[C@@H:14]([NH:23][C:24](=[O:47])[C@@H:25]([NH:29][C:30](OCC2C3C=CC=CC=3C3C2=CC=CC=3)=[O:31])[CH:26]([CH3:28])[CH3:27])[CH2:15][O:16][CH2:17][C:18]2([CH3:22])[CH2:21][O:20][CH2:19]2)[NH:8]1)=[O:6].[CH2:51]([NH:53][CH2:54][CH3:55])[CH3:52].C(O[C@@H](C1C=CC2[C:64](=[CH:65][C:66](/[CH:72]=[CH:73]/[C:74](C)([CH3:78])[C:75](O)=O)=[CH:67]C=2)N=1)C)(=O)C.[CH:80](N(CC)C(C)C)(C)C.C[NH3+].F[P-](F)(F)(F)(F)F.N1(OC(N(C)C)=[N+](C)C)C2N=CC=CC=2N=N1.F[P-](F)(F)(F)(F)F.[C:122]([O:125][CH2:126][CH3:127])(=[O:124])[CH3:123]. (6) Given the product [C:1]([O:5][C:6]([NH:8][C@@H:9]([C:10]([CH3:11])([CH3:12])[CH3:17])[C:13]([O-:15])=[O:14])=[O:7])([CH3:2])([CH3:3])[CH3:4].[Cs+:21], predict the reactants needed to synthesize it. The reactants are: [C:1]([O:5][C:6]([N:8](C)[C@H:9]([C:13]([OH:15])=[O:14])[CH:10]([CH3:12])[CH3:11])=[O:7])([CH3:4])([CH3:3])[CH3:2].[C:17](=O)([O-])[O-].[Cs+:21].[Cs+].